This data is from Catalyst prediction with 721,799 reactions and 888 catalyst types from USPTO. The task is: Predict which catalyst facilitates the given reaction. (1) Reactant: [CH3:1][O:2][C:3](=[O:17])[C:4]1[CH:9]=[CH:8][C:7]([C:10]([F:13])([F:12])[F:11])=[C:6]([C:14]([CH3:16])=[CH2:15])[CH:5]=1. Product: [CH3:1][O:2][C:3](=[O:17])[C:4]1[CH:9]=[CH:8][C:7]([C:10]([F:11])([F:13])[F:12])=[C:6]([CH:14]([CH3:15])[CH3:16])[CH:5]=1. The catalyst class is: 43. (2) The catalyst class is: 1. Product: [CH2:1]([O:8][C:9]1[CH:18]=[CH:17][CH:16]=[C:15]2[C:10]=1[CH2:11][CH2:12][CH2:13][C@@H:14]2[C:19]([O-:21])=[O:20])[C:2]1[CH:3]=[CH:4][CH:5]=[CH:6][CH:7]=1.[C:22]1([C@H:28]([NH3+:30])[CH3:29])[CH:27]=[CH:26][CH:25]=[CH:24][CH:23]=1. Reactant: [CH2:1]([O:8][C:9]1[CH:18]=[CH:17][CH:16]=[C:15]2[C:10]=1[CH2:11][CH2:12][CH2:13][CH:14]2[C:19]([OH:21])=[O:20])[C:2]1[CH:7]=[CH:6][CH:5]=[CH:4][CH:3]=1.[C:22]1([C@H:28]([NH2:30])[CH3:29])[CH:27]=[CH:26][CH:25]=[CH:24][CH:23]=1.